From a dataset of Catalyst prediction with 721,799 reactions and 888 catalyst types from USPTO. Predict which catalyst facilitates the given reaction. (1) Reactant: C(Cl)(=O)C(Cl)=O.CS(C)=O.[F:11][C:12]([F:19])([F:18])[C@@H:13]([CH3:17])[CH2:14][CH2:15][OH:16].CCN(CC)CC.Cl. Product: [F:11][C:12]([F:19])([F:18])[C@@H:13]([CH3:17])[CH2:14][CH:15]=[O:16]. The catalyst class is: 2. (2) Reactant: [C:1]([O:5][C:6]([N:8]1[CH2:13][CH2:12][CH:11]([C:14]2[CH:19]=[CH:18][C:17]([NH2:20])=[C:16]([C:21]3[CH2:27][CH2:26][CH2:25][CH2:24][CH2:23][CH:22]=3)[CH:15]=2)[CH2:10][CH2:9]1)=[O:7])([CH3:4])([CH3:3])[CH3:2].[K+].[C:29]([C:31]1[N:32]=[C:33]([C:44]([O-])=[O:45])[N:34]([CH2:36][O:37][CH2:38][CH2:39][Si:40]([CH3:43])([CH3:42])[CH3:41])[CH:35]=1)#[N:30].C1CN([P+](Br)(N2CCCC2)N2CCCC2)CC1.F[P-](F)(F)(F)(F)F.CCN(C(C)C)C(C)C. Product: [C:1]([O:5][C:6]([N:8]1[CH2:13][CH2:12][CH:11]([C:14]2[CH:19]=[CH:18][C:17]([NH:20][C:44]([C:33]3[N:34]([CH2:36][O:37][CH2:38][CH2:39][Si:40]([CH3:43])([CH3:42])[CH3:41])[CH:35]=[C:31]([C:29]#[N:30])[N:32]=3)=[O:45])=[C:16]([C:21]3[CH2:27][CH2:26][CH2:25][CH2:24][CH2:23][CH:22]=3)[CH:15]=2)[CH2:10][CH2:9]1)=[O:7])([CH3:4])([CH3:2])[CH3:3]. The catalyst class is: 2. (3) Reactant: [CH3:1][O:2][C:3]1[CH:8]=[CH:7][C:6]([CH2:9][C:10]#[N:11])=[CH:5][CH:4]=1.[C:12]1(=[O:18])[CH2:17][CH2:16][CH2:15][CH2:14][CH2:13]1.CO.O. Product: [C:10]([CH:9]([C:6]1[CH:7]=[CH:8][C:3]([O:2][CH3:1])=[CH:4][CH:5]=1)[C:12]1([OH:18])[CH2:17][CH2:16][CH2:15][CH2:14][CH2:13]1)#[N:11]. The catalyst class is: 195. (4) Reactant: [Si]([O:8][CH2:9][CH2:10][O:11][C:12]1[N:17]=[CH:16][C:15]([N:18]2[C:22]([CH3:24])([CH3:23])[C:21](=[O:25])[N:20]([C:26]3[CH:33]=[CH:32][C:29]([C:30]#[N:31])=[C:28]([C:34]([F:37])([F:36])[F:35])[CH:27]=3)[C:19]2=[S:38])=[CH:14][CH:13]=1)(C(C)(C)C)(C)C.[F-].C([N+](CCCC)(CCCC)CCCC)CCC. Product: [OH:8][CH2:9][CH2:10][O:11][C:12]1[N:17]=[CH:16][C:15]([N:18]2[C:22]([CH3:24])([CH3:23])[C:21](=[O:25])[N:20]([C:26]3[CH:33]=[CH:32][C:29]([C:30]#[N:31])=[C:28]([C:34]([F:36])([F:37])[F:35])[CH:27]=3)[C:19]2=[S:38])=[CH:14][CH:13]=1. The catalyst class is: 7. (5) Reactant: [OH:1][C:2]1[CH:3]=[C:4]([CH:9]=[C:10]([O:12][CH:13]2[CH2:17][CH2:16][N:15]([CH3:18])[C:14]2=[O:19])[CH:11]=1)[C:5]([O:7][CH3:8])=[O:6].Cl.CN(C)CC(O)=O.I[C:29]1[CH:34]=[CH:33][C:32]([C:35]2[O:36][C:37]([CH3:40])=[N:38][N:39]=2)=[CH:31][CH:30]=1. Product: [CH3:40][C:37]1[O:36][C:35]([C:32]2[CH:31]=[CH:30][C:29]([O:1][C:2]3[CH:3]=[C:4]([CH:9]=[C:10]([O:12][CH:13]4[CH2:17][CH2:16][N:15]([CH3:18])[C:14]4=[O:19])[CH:11]=3)[C:5]([O:7][CH3:8])=[O:6])=[CH:34][CH:33]=2)=[N:39][N:38]=1. The catalyst class is: 830. (6) Reactant: [CH2:1]([NH:4][C:5]1[CH:12]=[CH:11][C:8]([C:9]#[N:10])=[CH:7][C:6]=1[N+:13]([O-])=O)[CH2:2][CH3:3]. Product: [NH2:13][C:6]1[CH:7]=[C:8]([CH:11]=[CH:12][C:5]=1[NH:4][CH2:1][CH2:2][CH3:3])[C:9]#[N:10]. The catalyst class is: 78. (7) Reactant: [OH:1][C:2]1[CH:10]=[CH:9][C:5]2[O:6][CH2:7][O:8][C:4]=2[C:3]=1[CH:11]=[O:12].[Br:13]Br. Product: [Br:13][C:10]1[C:2]([OH:1])=[C:3]([CH:11]=[O:12])[C:4]2[O:8][CH2:7][O:6][C:5]=2[CH:9]=1. The catalyst class is: 5.